From a dataset of Forward reaction prediction with 1.9M reactions from USPTO patents (1976-2016). Predict the product of the given reaction. (1) The product is: [CH2:13]1[C:14]2[C:19](=[CH:18][CH:17]=[CH:16][CH:15]=2)[CH2:20][N:12]1[C:10]([C:9]1[CH:21]=[C:5]([CH:6]=[CH:7][C:8]=1[O:22][CH2:23][O:24][CH3:25])[C:1]#[N:2])=[O:11]. Given the reactants [C-:1]#[N:2].[K+].Br[C:5]1[CH:6]=[CH:7][C:8]([O:22][CH2:23][O:24][CH3:25])=[C:9]([CH:21]=1)[C:10]([N:12]1[CH2:20][C:19]2[C:14](=[CH:15][CH:16]=[CH:17][CH:18]=2)[CH2:13]1)=[O:11], predict the reaction product. (2) Given the reactants [Br:1][C:2]1[CH:34]=[CH:33][C:5]([CH2:6][C@@H:7]([CH2:23][CH2:24][O:25][Si:26]([C:29]([CH3:32])([CH3:31])[CH3:30])([CH3:28])[CH3:27])[C:8](N2[C@@H](CC3C=CC=CC=3)COC2=O)=[O:9])=[CH:4][CH:3]=1.[BH4-].[Na+], predict the reaction product. The product is: [Br:1][C:2]1[CH:3]=[CH:4][C:5]([CH2:6][C@@H:7]([CH2:23][CH2:24][O:25][Si:26]([C:29]([CH3:30])([CH3:32])[CH3:31])([CH3:28])[CH3:27])[CH2:8][OH:9])=[CH:33][CH:34]=1. (3) The product is: [CH3:33][NH:34][C:26]([C:25]1[CH:24]=[C:23]2[C:18]([CH:19]=[CH:20][C:21]([C:29]([F:32])([F:31])[F:30])=[N:22]2)=[CH:17][C:16]=1[NH:15][C:14]([C:4]1[N:5]([C:7]2[C:12]([Cl:13])=[CH:11][CH:10]=[CH:9][N:8]=2)[N:6]=[C:2]([Br:1])[CH:3]=1)=[O:27])=[O:28]. Given the reactants [Br:1][C:2]1[CH:3]=[C:4]([C:14]2[O:27][C:26](=[O:28])[C:25]3[C:16](=[CH:17][C:18]4[C:23]([CH:24]=3)=[N:22][C:21]([C:29]([F:32])([F:31])[F:30])=[CH:20][CH:19]=4)[N:15]=2)[N:5]([C:7]2[C:12]([Cl:13])=[CH:11][CH:10]=[CH:9][N:8]=2)[N:6]=1.[CH3:33][NH2:34], predict the reaction product. (4) Given the reactants C([N:4]1[CH2:8][C@H:7]([O:9][CH2:10][CH3:11])[C@H:6]([NH:12][C:13]2[C:18]([CH2:19][CH3:20])=[N:17][C:16]([C:21]3[CH:26]=[CH:25][C:24]([Cl:27])=[CH:23][C:22]=3[Cl:28])=[C:15]([CH2:29][CH3:30])[N:14]=2)[CH2:5]1)(=O)C.[CH3:31][S:32](Cl)(=[O:34])=[O:33], predict the reaction product. The product is: [Cl:28][C:22]1[CH:23]=[C:24]([Cl:27])[CH:25]=[CH:26][C:21]=1[C:16]1[N:17]=[C:18]([CH2:19][CH3:20])[C:13]([NH:12][C@H:6]2[C@@H:7]([O:9][CH2:10][CH3:11])[CH2:8][N:4]([S:32]([CH3:31])(=[O:34])=[O:33])[CH2:5]2)=[N:14][C:15]=1[CH2:29][CH3:30].